Dataset: NCI-60 drug combinations with 297,098 pairs across 59 cell lines. Task: Regression. Given two drug SMILES strings and cell line genomic features, predict the synergy score measuring deviation from expected non-interaction effect. (1) Drug 1: CC1=CC2C(CCC3(C2CCC3(C(=O)C)OC(=O)C)C)C4(C1=CC(=O)CC4)C. Drug 2: CCN(CC)CCCC(C)NC1=C2C=C(C=CC2=NC3=C1C=CC(=C3)Cl)OC. Cell line: SF-539. Synergy scores: CSS=23.7, Synergy_ZIP=-0.0871, Synergy_Bliss=-1.50, Synergy_Loewe=-25.9, Synergy_HSA=-2.56. (2) Drug 1: CCC1(C2=C(COC1=O)C(=O)N3CC4=CC5=C(C=CC(=C5CN(C)C)O)N=C4C3=C2)O.Cl. Drug 2: CC1C(C(CC(O1)OC2CC(CC3=C2C(=C4C(=C3O)C(=O)C5=C(C4=O)C(=CC=C5)OC)O)(C(=O)CO)O)N)O.Cl. Cell line: SN12C. Synergy scores: CSS=50.9, Synergy_ZIP=-9.03, Synergy_Bliss=-12.6, Synergy_Loewe=-10.1, Synergy_HSA=-8.38. (3) Drug 1: COC1=CC(=CC(=C1O)OC)C2C3C(COC3=O)C(C4=CC5=C(C=C24)OCO5)OC6C(C(C7C(O6)COC(O7)C8=CC=CS8)O)O. Drug 2: CCC1(CC2CC(C3=C(CCN(C2)C1)C4=CC=CC=C4N3)(C5=C(C=C6C(=C5)C78CCN9C7C(C=CC9)(C(C(C8N6C=O)(C(=O)OC)O)OC(=O)C)CC)OC)C(=O)OC)O.OS(=O)(=O)O. Cell line: SK-OV-3. Synergy scores: CSS=28.2, Synergy_ZIP=-1.48, Synergy_Bliss=3.20, Synergy_Loewe=2.84, Synergy_HSA=2.48. (4) Drug 1: CN(C)N=NC1=C(NC=N1)C(=O)N. Drug 2: C1=NC2=C(N=C(N=C2N1C3C(C(C(O3)CO)O)F)Cl)N. Cell line: LOX IMVI. Synergy scores: CSS=40.7, Synergy_ZIP=-6.90, Synergy_Bliss=-7.18, Synergy_Loewe=-7.16, Synergy_HSA=-6.04. (5) Drug 1: CC1=CC2C(CCC3(C2CCC3(C(=O)C)OC(=O)C)C)C4(C1=CC(=O)CC4)C. Drug 2: C1C(C(OC1N2C=NC(=NC2=O)N)CO)O. Cell line: NCI-H522. Synergy scores: CSS=10.7, Synergy_ZIP=-3.72, Synergy_Bliss=-0.638, Synergy_Loewe=-19.3, Synergy_HSA=-0.318. (6) Synergy scores: CSS=16.3, Synergy_ZIP=-2.46, Synergy_Bliss=5.20, Synergy_Loewe=0.103, Synergy_HSA=1.08. Cell line: UACC62. Drug 1: C1CC(C1)(C(=O)O)C(=O)O.[NH2-].[NH2-].[Pt+2]. Drug 2: CC12CCC3C(C1CCC2O)C(CC4=C3C=CC(=C4)O)CCCCCCCCCS(=O)CCCC(C(F)(F)F)(F)F. (7) Drug 1: C1CCN(CC1)CCOC2=CC=C(C=C2)C(=O)C3=C(SC4=C3C=CC(=C4)O)C5=CC=C(C=C5)O. Drug 2: C1CN(CCN1C(=O)CCBr)C(=O)CCBr. Cell line: HCT116. Synergy scores: CSS=24.9, Synergy_ZIP=-2.70, Synergy_Bliss=2.26, Synergy_Loewe=-0.650, Synergy_HSA=-0.311. (8) Drug 1: CC1=C(C(=O)C2=C(C1=O)N3CC4C(C3(C2COC(=O)N)OC)N4)N. Drug 2: CC1C(C(CC(O1)OC2CC(CC3=C2C(=C4C(=C3O)C(=O)C5=CC=CC=C5C4=O)O)(C(=O)C)O)N)O. Cell line: DU-145. Synergy scores: CSS=39.0, Synergy_ZIP=-5.85, Synergy_Bliss=-2.88, Synergy_Loewe=-13.8, Synergy_HSA=-0.612. (9) Drug 1: CC1=C(C=C(C=C1)NC(=O)C2=CC=C(C=C2)CN3CCN(CC3)C)NC4=NC=CC(=N4)C5=CN=CC=C5. Drug 2: CCN(CC)CCCC(C)NC1=C2C=C(C=CC2=NC3=C1C=CC(=C3)Cl)OC. Cell line: HCC-2998. Synergy scores: CSS=32.5, Synergy_ZIP=12.6, Synergy_Bliss=13.2, Synergy_Loewe=-11.0, Synergy_HSA=0.0645.